This data is from Reaction yield outcomes from USPTO patents with 853,638 reactions. The task is: Predict the reaction yield, written as a fraction of the theoretical maximum amount of product (1.0 means a 100% yield; for example, 0.34 means a 34% yield). (1) No catalyst specified. The yield is 0.700. The reactants are [NH2:1][C:2]1[CH:3]=[C:4]2[C:9](=[CH:10][CH:11]=1)[CH:8]=[C:7]([C:12]([OH:14])=[O:13])[CH:6]=[CH:5]2.S(Cl)(Cl)=O.[CH2:19](O)[CH3:20]. The product is [NH2:1][C:2]1[CH:3]=[C:4]2[C:9](=[CH:10][CH:11]=1)[CH:8]=[C:7]([C:12]([O:14][CH2:19][CH3:20])=[O:13])[CH:6]=[CH:5]2. (2) The reactants are [Br:1][C:2]1[N:3]=[C:4]([NH:15][CH:16]([CH3:18])[CH3:17])[C:5]([NH:8][CH2:9][C:10](OCC)=[O:11])=[N:6][CH:7]=1.C(O)(C(F)(F)F)=O. The catalyst is CO. The product is [Br:1][C:2]1[N:3]=[C:4]2[N:15]([CH:16]([CH3:18])[CH3:17])[C:10](=[O:11])[CH2:9][NH:8][C:5]2=[N:6][CH:7]=1. The yield is 0.394. (3) The reactants are Cl[C:2]1[N:7]=[CH:6][C:5]([C:8]2[C:16]3[C:11](=[CH:12][C:13]([F:17])=[CH:14][CH:15]=3)[N:10]([S:18]([C:21]3[CH:26]=[CH:25][CH:24]=[CH:23][CH:22]=3)(=[O:20])=[O:19])[CH:9]=2)=[CH:4][CH:3]=1.[CH3:27][NH:28][CH3:29]. No catalyst specified. The product is [F:17][C:13]1[CH:12]=[C:11]2[C:16]([C:8]([C:5]3[CH:4]=[CH:3][C:2]([N:28]([CH3:29])[CH3:27])=[N:7][CH:6]=3)=[CH:9][N:10]2[S:18]([C:21]2[CH:26]=[CH:25][CH:24]=[CH:23][CH:22]=2)(=[O:20])=[O:19])=[CH:15][CH:14]=1. The yield is 0.880. (4) The reactants are [C:1]([CH:4]1[CH:8]([C:9]2[CH:14]=[CH:13][CH:12]=[C:11]([O:15][C:16]([F:19])([F:18])[F:17])[CH:10]=2)[N:7]([C:20]2[CH:25]=[C:24]([CH3:26])[C:23](=[O:27])[N:22]([CH3:28])[CH:21]=2)[C:6](=[O:29])[C:5]1=O)(=O)[CH3:2].Cl.[CH:32]1([NH:35][NH2:36])[CH2:34][CH2:33]1.CC(O)=O. The catalyst is O1CCOCC1. The product is [CH:32]1([N:35]2[C:5]3[C:6](=[O:29])[N:7]([C:20]4[CH:25]=[C:24]([CH3:26])[C:23](=[O:27])[N:22]([CH3:28])[CH:21]=4)[CH:8]([C:9]4[CH:14]=[CH:13][CH:12]=[C:11]([O:15][C:16]([F:19])([F:18])[F:17])[CH:10]=4)[C:4]=3[C:1]([CH3:2])=[N:36]2)[CH2:34][CH2:33]1. The yield is 0.181. (5) The reactants are [N:1]([C:4]1[CH:13]=[CH:12][CH:11]=[C:10]2[C:5]=1[CH:6]=[CH:7][N:8]=[CH:9]2)=[C:2]=[O:3].[F:14][C:15]([F:28])([F:27])[C:16]1[CH:25]=[C:24]2[C:19]([CH:20]([NH2:26])[CH2:21][CH2:22][O:23]2)=[CH:18][CH:17]=1. No catalyst specified. The product is [CH:9]1[C:10]2[C:5](=[C:4]([NH:1][C:2]([NH:26][CH:20]3[C:19]4[C:24](=[CH:25][C:16]([C:15]([F:28])([F:14])[F:27])=[CH:17][CH:18]=4)[O:23][CH2:22][CH2:21]3)=[O:3])[CH:13]=[CH:12][CH:11]=2)[CH:6]=[CH:7][N:8]=1. The yield is 0.230.